This data is from CYP3A4 inhibition data for predicting drug metabolism from PubChem BioAssay. The task is: Regression/Classification. Given a drug SMILES string, predict its absorption, distribution, metabolism, or excretion properties. Task type varies by dataset: regression for continuous measurements (e.g., permeability, clearance, half-life) or binary classification for categorical outcomes (e.g., BBB penetration, CYP inhibition). Dataset: cyp3a4_veith. The molecule is Cc1ccc(S(=O)(=O)O)cc1.Cc1ccc(S(=O)(=O)OC2CCN(C)CC2)cc1. The result is 0 (non-inhibitor).